This data is from Full USPTO retrosynthesis dataset with 1.9M reactions from patents (1976-2016). The task is: Predict the reactants needed to synthesize the given product. (1) Given the product [F:8][C:7]1[C:2]([NH:25][NH2:26])=[N:3][C:4]([O:16][CH2:17][CH2:18][N:19]2[CH2:24][CH2:23][O:22][CH2:21][CH2:20]2)=[C:5]([F:15])[C:6]=1[N:9]1[CH2:14][CH2:13][O:12][CH2:11][CH2:10]1, predict the reactants needed to synthesize it. The reactants are: F[C:2]1[C:7]([F:8])=[C:6]([N:9]2[CH2:14][CH2:13][O:12][CH2:11][CH2:10]2)[C:5]([F:15])=[C:4]([O:16][CH2:17][CH2:18][N:19]2[CH2:24][CH2:23][O:22][CH2:21][CH2:20]2)[N:3]=1.[NH2:25][NH2:26]. (2) Given the product [Cl:35][C:32]1[CH:31]=[CH:30][C:29]([C:26]2[CH:27]=[CH:28][C:23]([C:22]#[C:21][C:19]3[CH:18]=[CH:17][C:15]4[S:16][C:12]([CH2:11][N:5]5[CH2:6][CH2:7][C@:2]([CH3:1])([OH:9])[C@H:3]([OH:8])[CH2:4]5)=[CH:13][C:14]=4[CH:20]=3)=[N:24][CH:25]=2)=[CH:34][CH:33]=1, predict the reactants needed to synthesize it. The reactants are: [CH3:1][C@:2]1([OH:9])[CH2:7][CH2:6][NH:5][CH2:4][C@H:3]1[OH:8].Cl[CH2:11][C:12]1[S:16][C:15]2[CH:17]=[CH:18][C:19]([C:21]#[C:22][C:23]3[CH:28]=[CH:27][C:26]([C:29]4[CH:34]=[CH:33][C:32]([Cl:35])=[CH:31][CH:30]=4)=[CH:25][N:24]=3)=[CH:20][C:14]=2[CH:13]=1. (3) Given the product [CH2:19]([C@:12]1([CH2:11][NH:10][C:8](=[O:9])[O:1][C:2]2[CH:3]=[CH:4][CH:5]=[CH:6][CH:7]=2)[CH2:17][CH2:16][CH2:15][CH2:14][C:13]1=[O:18])[CH:25]=[CH2:26], predict the reactants needed to synthesize it. The reactants are: [O:1]([C:8]([NH:10][CH2:11][C:12]1([C:19](OCC=C)=O)[CH2:17][CH2:16][CH2:15][CH2:14][C:13]1=[O:18])=[O:9])[C:2]1[CH:7]=[CH:6][CH:5]=[CH:4][CH:3]=1.[CH3:25][CH2:26]OC(C)=O. (4) Given the product [C:24]([C:26]1[CH:31]=[CH:30][C:29]([C:2]2[N:7]=[CH:6][C:5]([CH2:8][N:9]([CH3:23])[CH:10]3[CH2:15][CH2:14][N:13]([C:16]([O:18][C:19]([CH3:22])([CH3:21])[CH3:20])=[O:17])[CH2:12][CH2:11]3)=[CH:4][CH:3]=2)=[CH:28][CH:27]=1)#[N:25], predict the reactants needed to synthesize it. The reactants are: Cl[C:2]1[N:7]=[CH:6][C:5]([CH2:8][N:9]([CH3:23])[CH:10]2[CH2:15][CH2:14][N:13]([C:16]([O:18][C:19]([CH3:22])([CH3:21])[CH3:20])=[O:17])[CH2:12][CH2:11]2)=[CH:4][CH:3]=1.[C:24]([C:26]1[CH:31]=[CH:30][C:29](B(O)O)=[CH:28][CH:27]=1)#[N:25].C([O-])([O-])=O.[K+].[K+].O1CCOCC1. (5) Given the product [CH2:1]([C@:5]1([CH3:16])[C@H:8]([CH2:9][CH2:10][CH2:11][CH2:12][CH3:13])[O:7][C:6]1=[O:14])[CH2:2][CH2:3][CH3:4], predict the reactants needed to synthesize it. The reactants are: [CH2:1]([C@@H:5]1[C@@H:8]([CH2:9][CH2:10][CH2:11][CH2:12][CH3:13])[O:7][C:6]1=[O:14])[CH2:2][CH2:3][CH3:4].[Li+].[CH3:16][Si]([N-][Si](C)(C)C)(C)C.IC.